From a dataset of Reaction yield outcomes from USPTO patents with 853,638 reactions. Predict the reaction yield, written as a fraction of the theoretical maximum amount of product (1.0 means a 100% yield; for example, 0.34 means a 34% yield). (1) The reactants are [NH2:1][C:2]1/[C:3](=[CH:8]/[C:9]2[CH:27]=[CH:26][C:12]([O:13][C:14]3[CH:21]=[CH:20][C:17]([C:18]#[N:19])=[CH:16][C:15]=3[C:22]([F:25])([F:24])[F:23])=[C:11]([O:28][CH3:29])[CH:10]=2)/[NH:4][C:5](=[O:7])[N:6]=1.[CH3:30][N:31]1[CH2:35][CH2:34][CH2:33][CH:32]1[CH2:36][CH2:37]N. The catalyst is CO. The product is [CH3:29][O:28][C:11]1[CH:10]=[C:9](/[CH:8]=[C:3]2\[NH:4][C:5](=[O:7])[N:6]=[C:2]\2[NH:1][CH2:37][CH2:36][CH:32]2[CH2:33][CH2:34][CH2:35][N:31]2[CH3:30])[CH:27]=[CH:26][C:12]=1[O:13][C:14]1[CH:21]=[CH:20][C:17]([C:18]#[N:19])=[CH:16][C:15]=1[C:22]([F:23])([F:25])[F:24]. The yield is 0.430. (2) The reactants are [Cl:1][C:2]1[CH:7]=[C:6]([Cl:8])[CH:5]=[CH:4][C:3]=1[CH:9]1[CH2:14][CH:13]([C:15](=[O:22])[CH2:16][C:17](OCC)=[O:18])[CH2:12][CH2:11][N:10]1[C:23]([O:25][CH3:26])=[O:24].[OH-].[Na+].[NH2:29]O.Cl. The catalyst is CO.O. The product is [Cl:1][C:2]1[CH:7]=[C:6]([Cl:8])[CH:5]=[CH:4][C:3]=1[CH:9]1[CH2:14][CH:13]([C:15]2[O:22][NH:29][C:17](=[O:18])[CH:16]=2)[CH2:12][CH2:11][N:10]1[C:23]([O:25][CH3:26])=[O:24]. The yield is 0.608. (3) The reactants are C[O:2][C:3]1[CH:4]=[CH:5][C:6]2[CH2:12][CH2:11][N:10]([C:13]([O:15][C:16]([CH3:19])([CH3:18])[CH3:17])=[O:14])[CH2:9][CH2:8][C:7]=2[N:20]=1.C(N(C(C)C)CC)(C)C.[S:30](O[S:30]([C:33]([F:36])([F:35])[F:34])(=[O:32])=[O:31])([C:33]([F:36])([F:35])[F:34])(=[O:32])=[O:31]. The catalyst is ClCCl. The product is [F:34][C:33]([F:36])([F:35])[S:30]([O:2][C:3]1[CH:4]=[CH:5][C:6]2[CH2:12][CH2:11][N:10]([C:13]([O:15][C:16]([CH3:19])([CH3:18])[CH3:17])=[O:14])[CH2:9][CH2:8][C:7]=2[N:20]=1)(=[O:32])=[O:31]. The yield is 0.280.